Dataset: Full USPTO retrosynthesis dataset with 1.9M reactions from patents (1976-2016). Task: Predict the reactants needed to synthesize the given product. Given the product [CH3:16][C:17]1([CH3:31])[CH2:22][O:21][B:20]([C:2]2[CH:7]=[CH:6][C:5]([CH:8]3[CH2:12][CH2:11][N:10]([C:13](=[O:15])[CH3:14])[CH2:9]3)=[CH:4][CH:3]=2)[O:19][CH2:18]1, predict the reactants needed to synthesize it. The reactants are: Br[C:2]1[CH:7]=[CH:6][C:5]([CH:8]2[CH2:12][CH2:11][N:10]([C:13](=[O:15])[CH3:14])[CH2:9]2)=[CH:4][CH:3]=1.[CH3:16][C:17]1([CH3:31])[CH2:22][O:21][B:20]([B:20]2[O:21][CH2:22][C:17]([CH3:31])([CH3:16])[CH2:18][O:19]2)[O:19][CH2:18]1.CC([O-])=O.[K+].